From a dataset of Peptide-MHC class II binding affinity with 134,281 pairs from IEDB. Regression. Given a peptide amino acid sequence and an MHC pseudo amino acid sequence, predict their binding affinity value. This is MHC class II binding data. (1) The peptide sequence is AGFFLLTRILTIPQS. The MHC is DRB1_0101 with pseudo-sequence DRB1_0101. The binding affinity (normalized) is 0.787. (2) The peptide sequence is VIGLLPQNMVLTTQG. The MHC is DRB1_0701 with pseudo-sequence DRB1_0701. The binding affinity (normalized) is 0.368.